Predict the reaction yield, written as a fraction of the theoretical maximum amount of product (1.0 means a 100% yield; for example, 0.34 means a 34% yield). From a dataset of Reaction yield outcomes from USPTO patents with 853,638 reactions. (1) The reactants are [CH3:1][C:2]1([CH3:27])[C:6]([CH3:8])([CH3:7])[O:5][B:4]([C:9]2[CH:10]=[CH:11][C:12]3[O:18][CH2:17][CH2:16][N:15](C(OC(C)(C)C)=O)[CH2:14][C:13]=3[CH:26]=2)[O:3]1.[F:28][C:29]([F:34])([F:33])[C:30]([OH:32])=[O:31]. The catalyst is ClCCl. The product is [F:28][C:29]([F:34])([F:33])[C:30]([OH:32])=[O:31].[CH3:7][C:6]1([CH3:8])[C:2]([CH3:1])([CH3:27])[O:3][B:4]([C:9]2[CH:10]=[CH:11][C:12]3[O:18][CH2:17][CH2:16][N:15]=[CH:14][C:13]=3[CH:26]=2)[O:5]1. The yield is 1.00. (2) The product is [ClH:1].[ClH:29].[CH3:15][O:14][C:11]1[CH:12]=[CH:13][C:8]([C:5]2[CH:6]=[CH:7][C:2]([N:26]3[CH2:27][CH2:28][N:23]([CH:20]([CH3:22])[CH3:21])[CH2:24][CH2:25]3)=[N:3][CH:4]=2)=[CH:9][CH:10]=1. The catalyst is O. The reactants are [Cl:1][C:2]1[CH:7]=[CH:6][C:5]([C:8]2[CH:13]=[CH:12][C:11]([O:14][CH3:15])=[CH:10][CH:9]=2)=[CH:4][N:3]=1.CS(C)=O.[CH:20]([N:23]1[CH2:28][CH2:27][NH:26][CH2:25][CH2:24]1)([CH3:22])[CH3:21].[ClH:29]. The yield is 0.600. (3) The reactants are [F:1][C:2]1[CH:7]=[C:6]([N:8]2[CH2:13][CH2:12][O:11][CH2:10][CH2:9]2)[C:5]([F:14])=[CH:4][C:3]=1[N:15]1[CH:20]=[C:19]([O:21][CH3:22])[C:18](=[O:23])[C:17]([C:24]([O:26]C)=[O:25])=[N:16]1.[OH-].[Na+].Cl. The catalyst is CCO. The product is [F:1][C:2]1[CH:7]=[C:6]([N:8]2[CH2:9][CH2:10][O:11][CH2:12][CH2:13]2)[C:5]([F:14])=[CH:4][C:3]=1[N:15]1[CH:20]=[C:19]([O:21][CH3:22])[C:18](=[O:23])[C:17]([C:24]([OH:26])=[O:25])=[N:16]1. The yield is 0.960. (4) The reactants are [Cl:1][C:2]1[CH:7]=[CH:6][N+:5]([O-])=[CH:4][CH:3]=1.F[B-](F)(F)F.[CH3:14][O+:15](C)C.S(OOS([O-])(=O)=O)([O-])(=O)=O.[NH4+].[NH4+]. The catalyst is C(Cl)Cl.O. The product is [Cl:1][C:2]1[CH:7]=[CH:6][N:5]=[C:4]([CH2:14][OH:15])[CH:3]=1. The yield is 0.430. (5) The reactants are [O:1]=[C:2]([CH3:11])[CH2:3][CH2:4][CH2:5][CH2:6][CH2:7][C:8]([OH:10])=O.C(N(CC)CC)C.C(Cl)CCl.[NH2:23][C@@H:24]([CH2:33][N:34]1[CH2:39][CH2:38][O:37][CH2:36][CH2:35]1)[C@H:25]([C:27]1[CH:32]=[CH:31][CH:30]=[CH:29][CH:28]=1)[OH:26]. The catalyst is C(Cl)Cl.CO. The product is [O:1]=[C:2]([CH3:11])[CH2:3][CH2:4][CH2:5][CH2:6][CH2:7][C:8]([NH:23][C@@H:24]([CH2:33][N:34]1[CH2:35][CH2:36][O:37][CH2:38][CH2:39]1)[C@H:25]([C:27]1[CH:28]=[CH:29][CH:30]=[CH:31][CH:32]=1)[OH:26])=[O:10]. The yield is 0.590. (6) The reactants are [Br:1][C:2]1[CH:3]=[C:4]2[C:9](=[CH:10][CH:11]=1)[N:8]=[CH:7][C:6]([C:12]([CH:14]1[CH2:16][CH2:15]1)=[O:13])=[C:5]2Cl.[CH3:18][N:19]([CH2:21][C:22]1[CH:28]=[CH:27][C:25]([NH2:26])=[CH:24][CH:23]=1)[CH3:20]. No catalyst specified. The product is [Br:1][C:2]1[CH:3]=[C:4]2[C:9](=[CH:10][CH:11]=1)[N:8]=[CH:7][C:6]([C:12]([CH:14]1[CH2:16][CH2:15]1)=[O:13])=[C:5]2[NH:26][C:25]1[CH:24]=[CH:23][C:22]([CH2:21][N:19]([CH3:20])[CH3:18])=[CH:28][CH:27]=1. The yield is 0.500.